This data is from Catalyst prediction with 721,799 reactions and 888 catalyst types from USPTO. The task is: Predict which catalyst facilitates the given reaction. (1) Reactant: [Cl:1][C:2]1[CH:7]=[CH:6][C:5]([C:8]2[CH:13]=[CH:12][C:11]([CH2:14][CH3:15])=[C:10]([CH:16]3[C:21](=[O:22])[C:20]([CH3:24])([CH3:23])[O:19][C:18]([CH3:26])([CH3:25])[C:17]3=[O:27])[CH:9]=2)=[CH:4][CH:3]=1.C(N(CC)CC)C.[C:35](Cl)(=[O:40])[C:36]([CH3:39])([CH3:38])[CH3:37]. Product: [Cl:1][C:2]1[CH:3]=[CH:4][C:5]([C:8]2[CH:13]=[CH:12][C:11]([CH2:14][CH3:15])=[C:10]([C:16]3[C:21](=[O:22])[C:20]([CH3:24])([CH3:23])[O:19][C:18]([CH3:26])([CH3:25])[C:17]=3[O:27][C:35](=[O:40])[C:36]([CH3:39])([CH3:38])[CH3:37])[CH:9]=2)=[CH:6][CH:7]=1. The catalyst class is: 4. (2) Reactant: [CH2:1]([NH:5][C:6]1[C:7]([C:15]([OH:17])=O)=[CH:8][C:9]2[O:13][CH2:12][O:11][C:10]=2[CH:14]=1)[CH:2]([CH3:4])[CH3:3].[CH3:18]CN(C(C)C)C(C)C.C1C=[CH:29][C:30]2[N:35](O)N=N[C:31]=2[CH:32]=1.CCN=C=NCCCN(C)C. Product: [CH2:1]([NH:5][C:6]1[C:7]([C:15]([NH:35][C:30]([CH3:29])([C:31]#[CH:32])[CH3:18])=[O:17])=[CH:8][C:9]2[O:13][CH2:12][O:11][C:10]=2[CH:14]=1)[CH:2]([CH3:3])[CH3:4]. The catalyst class is: 2. (3) Reactant: [NH2:1][C:2]1[CH:15]=[CH:14][CH:13]=[CH:12][C:3]=1[C:4]([N:6]([CH2:8][CH2:9][C:10]#[N:11])[CH3:7])=[O:5].[Cl:16][C:17]1[N:22]=[C:21](Cl)[C:20]([Cl:24])=[CH:19][N:18]=1.C(=O)([O-])[O-].[K+].[K+]. Product: [C:10]([CH2:9][CH2:8][N:6]([CH3:7])[C:4](=[O:5])[C:3]1[CH:12]=[CH:13][CH:14]=[CH:15][C:2]=1[NH:1][C:19]1[C:20]([Cl:24])=[CH:21][N:22]=[C:17]([Cl:16])[N:18]=1)#[N:11]. The catalyst class is: 35. (4) Reactant: I[C:2]1[CH:7]=[C:6]([N:8]([CH3:10])[CH3:9])[CH:5]=[CH:4][N:3]=1.[CH3:11][O:12][C:13]1[CH:14]=[C:15](B(O)O)[CH:16]=[CH:17][CH:18]=1.C([O-])([O-])=O.[K+].[K+]. Product: [CH3:11][O:12][C:13]1[CH:18]=[C:17]([C:2]2[CH:7]=[C:6]([N:8]([CH3:10])[CH3:9])[CH:5]=[CH:4][N:3]=2)[CH:16]=[CH:15][CH:14]=1. The catalyst class is: 398.